This data is from Forward reaction prediction with 1.9M reactions from USPTO patents (1976-2016). The task is: Predict the product of the given reaction. (1) Given the reactants [NH2:1][C:2]1[N:7]=[CH:6][C:5]([C:8]2[N:9]=[C:10]([N:27]3[CH2:32][CH2:31][O:30][CH2:29][CH2:28]3)[C:11]3[S:16][C:15]([C:17]4[CH:18]=[C:19]([CH:23]=[CH:24][CH:25]=4)[C:20](O)=[O:21])=[C:14]([CH3:26])[C:12]=3[N:13]=2)=[CH:4][N:3]=1.[CH3:33][O:34][CH2:35][CH2:36][NH2:37], predict the reaction product. The product is: [NH2:1][C:2]1[N:3]=[CH:4][C:5]([C:8]2[N:9]=[C:10]([N:27]3[CH2:32][CH2:31][O:30][CH2:29][CH2:28]3)[C:11]3[S:16][C:15]([C:17]4[CH:18]=[C:19]([CH:23]=[CH:24][CH:25]=4)[C:20]([NH:37][CH2:36][CH2:35][O:34][CH3:33])=[O:21])=[C:14]([CH3:26])[C:12]=3[N:13]=2)=[CH:6][N:7]=1. (2) Given the reactants C[O:2][C:3]([C:5]1([NH:12][C:13](=[O:22])[C:14]2[CH:19]=[CH:18][C:17]([Cl:20])=[C:16]([OH:21])[CH:15]=2)[CH2:11][CH2:10][CH2:9][CH2:8][CH2:7][CH2:6]1)=[O:4].[C:23]1([CH3:32])[CH:28]=[CH:27][CH:26]=[C:25]([CH2:29][CH2:30]O)[CH:24]=1, predict the reaction product. The product is: [Cl:20][C:17]1[CH:18]=[CH:19][C:14]([C:13]([NH:12][C:5]2([C:3]([OH:2])=[O:4])[CH2:11][CH2:10][CH2:9][CH2:8][CH2:7][CH2:6]2)=[O:22])=[CH:15][C:16]=1[O:21][CH2:30][CH2:29][C:25]1[CH:24]=[C:23]([CH3:32])[CH:28]=[CH:27][CH:26]=1.